This data is from Reaction yield outcomes from USPTO patents with 853,638 reactions. The task is: Predict the reaction yield, written as a fraction of the theoretical maximum amount of product (1.0 means a 100% yield; for example, 0.34 means a 34% yield). (1) The reactants are COC1C=C(OC)C=CC=1C[NH:6][C@@H:7]1[CH2:12][CH2:11][C@H:10]([NH:13][S:14]([C:17]2[CH:22]=[CH:21][C:20]([C:23]3[CH:28]=[CH:27][C:26]([F:29])=[CH:25][C:24]=3[F:30])=[CH:19][CH:18]=2)(=[O:16])=[O:15])[CH2:9][CH2:8]1.O. The catalyst is C(#N)C.CCOC(C)=O. The product is [NH2:6][C@@H:7]1[CH2:12][CH2:11][C@H:10]([NH:13][S:14]([C:17]2[CH:18]=[CH:19][C:20]([C:23]3[CH:28]=[CH:27][C:26]([F:29])=[CH:25][C:24]=3[F:30])=[CH:21][CH:22]=2)(=[O:16])=[O:15])[CH2:9][CH2:8]1. The yield is 0.250. (2) The reactants are [Cl:1][C:2]1[CH:3]=[C:4]2[C:12](=[C:13]([NH:15][C:16]([C@H:18]3[N:23]([CH2:24][C:25]([OH:27])=O)[CH2:22][C:21]([CH3:29])([CH3:28])[O:20][CH2:19]3)=[O:17])[CH:14]=1)[NH:11][C:10]1[CH:9]=[N:8][CH:7]=[CH:6][C:5]2=1.[NH2:30][CH2:31][C:32]1[CH:37]=[CH:36][N:35]=[CH:34][CH:33]=1. No catalyst specified. The product is [Cl:1][C:2]1[CH:3]=[C:4]2[C:12](=[C:13]([NH:15][C:16]([C@@H:18]3[CH2:19][O:20][C:21]([CH3:28])([CH3:29])[CH2:22][N:23]3[CH2:24][C:25](=[O:27])[NH:30][CH2:31][C:32]3[CH:37]=[CH:36][N:35]=[CH:34][CH:33]=3)=[O:17])[CH:14]=1)[NH:11][C:10]1[CH:9]=[N:8][CH:7]=[CH:6][C:5]2=1. The yield is 0.530. (3) The reactants are [CH3:1][S:2](Cl)(=[O:4])=[O:3].CCN(CC)CC.[CH3:13][O:14][C:15](=[O:55])[C:16]1[CH:21]=[CH:20][C:19]([O:22][CH2:23][CH2:24][C:25]2[C:33]3[C:28](=[CH:29][CH:30]=[C:31]([Cl:34])[CH:32]=3)[N:27]([CH:35]([C:42]3[CH:47]=[CH:46][CH:45]=[CH:44][CH:43]=3)[C:36]3[CH:41]=[CH:40][CH:39]=[CH:38][CH:37]=3)[C:26]=2[CH2:48][CH2:49][OH:50])=[CH:18][C:17]=1[O:51][CH:52]([CH3:54])[CH3:53]. The catalyst is ClCCl. The product is [CH3:13][O:14][C:15](=[O:55])[C:16]1[CH:21]=[CH:20][C:19]([O:22][CH2:23][CH2:24][C:25]2[C:33]3[C:28](=[CH:29][CH:30]=[C:31]([Cl:34])[CH:32]=3)[N:27]([CH:35]([C:36]3[CH:41]=[CH:40][CH:39]=[CH:38][CH:37]=3)[C:42]3[CH:43]=[CH:44][CH:45]=[CH:46][CH:47]=3)[C:26]=2[CH2:48][CH2:49][O:50][S:2]([CH3:1])(=[O:4])=[O:3])=[CH:18][C:17]=1[O:51][CH:52]([CH3:53])[CH3:54]. The yield is 1.00. (4) The reactants are [NH2:1][CH2:2][CH2:3][N:4]1[C:12]2[C:7](=[CH:8][CH:9]=[CH:10][CH:11]=2)[C:6]2([C:16]3=[CH:17][C:18]4[O:22][CH2:21][O:20][C:19]=4[CH:23]=[C:15]3[O:14][CH2:13]2)[C:5]1=[O:24].[F:25][C:26]1[CH:31]=[CH:30][C:29]([N:32]=[C:33]=[O:34])=[CH:28][CH:27]=1. The catalyst is ClCCl.C(N(CC)CC)C. The product is [F:25][C:26]1[CH:31]=[CH:30][C:29]([NH:32][C:33]([NH:1][CH2:2][CH2:3][N:4]2[C:12]3[C:7](=[CH:8][CH:9]=[CH:10][CH:11]=3)[C:6]3([C:16]4=[CH:17][C:18]5[O:22][CH2:21][O:20][C:19]=5[CH:23]=[C:15]4[O:14][CH2:13]3)[C:5]2=[O:24])=[O:34])=[CH:28][CH:27]=1. The yield is 0.820. (5) The reactants are [CH2:1](Br)[C:2]1[CH:7]=[CH:6][CH:5]=[CH:4][CH:3]=1.C(=O)([O-])[O-].[Cs+].[Cs+].[OH:15][C:16]1[C:21]([I:22])=[C:20]([OH:23])[CH:19]=[CH:18][C:17]=1[C:24](=[O:29])[CH2:25][CH:26]([CH3:28])[CH3:27]. The catalyst is CN(C)C=O. The product is [CH2:1]([O:15][C:16]1[C:21]([I:22])=[C:20]([O:23][CH2:1][C:2]2[CH:7]=[CH:6][CH:5]=[CH:4][CH:3]=2)[CH:19]=[CH:18][C:17]=1[C:24](=[O:29])[CH2:25][CH:26]([CH3:27])[CH3:28])[C:2]1[CH:7]=[CH:6][CH:5]=[CH:4][CH:3]=1. The yield is 0.960.